Predict the reactants needed to synthesize the given product. From a dataset of Full USPTO retrosynthesis dataset with 1.9M reactions from patents (1976-2016). (1) Given the product [CH2:1]([O:3][C:4](=[O:17])[C:5]([O:8][C:9]1[CH:14]=[CH:13][C:12]([O:15][CH2:19][C:20]2[C:21]([CH2:36][O:37][CH3:38])=[N:22][C:23]([C:26]3[CH:27]=[CH:28][C:29]([C:32]([F:35])([F:34])[F:33])=[CH:30][CH:31]=3)=[N:24][CH:25]=2)=[CH:11][C:10]=1[CH3:16])([CH3:6])[CH3:7])[CH3:2], predict the reactants needed to synthesize it. The reactants are: [CH2:1]([O:3][C:4](=[O:17])[C:5]([O:8][C:9]1[CH:14]=[CH:13][C:12]([OH:15])=[CH:11][C:10]=1[CH3:16])([CH3:7])[CH3:6])[CH3:2].Cl[CH2:19][C:20]1[C:21]([CH2:36][O:37][CH3:38])=[N:22][C:23]([C:26]2[CH:31]=[CH:30][C:29]([C:32]([F:35])([F:34])[F:33])=[CH:28][CH:27]=2)=[N:24][CH:25]=1.COCC(=O)CC(OC)=O.Cl.FC(F)(F)C1N=CC(C2C(C(N)=N)=CC=CC=2)=CC=1. (2) Given the product [CH3:1][C:2]([CH2:15][C:16]1[CH:17]=[CH:18][C:19]([N+:22]([O-:24])=[O:23])=[CH:20][CH:21]=1)([C:9]([OH:11])=[O:10])[C:3]([OH:5])=[O:4], predict the reactants needed to synthesize it. The reactants are: [CH3:1][C:2]([CH2:15][C:16]1[CH:21]=[CH:20][C:19]([N+:22]([O-:24])=[O:23])=[CH:18][CH:17]=1)([C:9]([O:11]C(C)C)=[O:10])[C:3]([O:5]C(C)C)=[O:4].O1CCOCC1.O.[OH-].[Li+].Cl. (3) Given the product [Br:1][C:2]1[CH:14]=[C:13]2[C:5]([C:6]3[CH:7]=[CH:8][C:9]([N:15]([CH2:4][CH2:3][CH2:2][CH3:14])[CH2:10][CH2:9][CH2:8][CH3:7])=[CH:10][C:11]=3[C:12]2([CH2:13][CH2:5][CH2:6][CH3:11])[CH2:16][CH2:17][CH2:18][CH3:19])=[CH:4][CH:3]=1, predict the reactants needed to synthesize it. The reactants are: [Br:1][C:2]1[CH:14]=[C:13]2[C:5]([C:6]3[CH:7]=[CH:8][C:9]([NH2:15])=[CH:10][C:11]=3[CH2:12]2)=[CH:4][CH:3]=1.[CH2:16](I)[CH2:17][CH2:18][CH3:19]. (4) Given the product [CH2:1]([N:8]1[C:16]2[C:11](=[CH:12][CH:13]=[C:14]([Cl:17])[CH:15]=2)[C:10]([S:18][C:19]2[CH:24]=[CH:23][CH:22]=[C:21]([Br:25])[CH:20]=2)=[CH:9]1)[C:2]1[CH:3]=[CH:4][CH:5]=[CH:6][CH:7]=1, predict the reactants needed to synthesize it. The reactants are: [CH2:1]([N:8]1[C:16]2[C:11](=[CH:12][CH:13]=[C:14]([Cl:17])[CH:15]=2)[C:10]([S:18][C:19]2[CH:24]=[CH:23][CH:22]=[C:21]([Br:25])[CH:20]=2)=[C:9]1C(O)=O)[C:2]1[CH:7]=[CH:6][CH:5]=[CH:4][CH:3]=1. (5) Given the product [Cl:28][C:29]1[C:36]([F:37])=[CH:35][CH:34]=[C:33]([Cl:38])[C:30]=1[CH:31]([O:32][CH3:42])[C:9]1[C:5]2[CH:4]=[C:3]([C:10]3[CH:11]=[N:12][N:13]([CH:15]4[CH2:16][CH2:17][N:18]([C:21]([O:23][C:24]([CH3:27])([CH3:26])[CH3:25])=[O:22])[CH2:19][CH2:20]4)[CH:14]=3)[N:2]=[N:1][C:6]=2[NH:7][CH:8]=1, predict the reactants needed to synthesize it. The reactants are: [N:1]1[C:6]2[NH:7][CH:8]=[CH:9][C:5]=2[CH:4]=[C:3]([C:10]2[CH:11]=[N:12][N:13]([CH:15]3[CH2:20][CH2:19][N:18]([C:21]([O:23][C:24]([CH3:27])([CH3:26])[CH3:25])=[O:22])[CH2:17][CH2:16]3)[CH:14]=2)[N:2]=1.[Cl:28][C:29]1[C:36]([F:37])=[CH:35][CH:34]=[C:33]([Cl:38])[C:30]=1[CH:31]=[O:32].[OH-].[K+].O.[CH3:42]O. (6) Given the product [CH2:1]([O:8][C:9]1[CH:10]=[C:11]2[C:15](=[CH:16][C:17]=1[CH3:18])[N:14]([CH2:27][C:28]([O:30][CH3:31])=[O:29])[N:13]=[C:12]2[I:19])[C:2]1[CH:3]=[CH:4][CH:5]=[CH:6][CH:7]=1, predict the reactants needed to synthesize it. The reactants are: [CH2:1]([O:8][C:9]1[CH:10]=[C:11]2[C:15](=[CH:16][C:17]=1[CH3:18])[NH:14][N:13]=[C:12]2[I:19])[C:2]1[CH:7]=[CH:6][CH:5]=[CH:4][CH:3]=1.C(=O)([O-])[O-].[K+].[K+].Br[CH2:27][C:28]([O:30][CH3:31])=[O:29]. (7) Given the product [Br:1][C:2]1[CH:3]=[C:4]([O:10][CH3:11])[C:5]([O:8][CH3:9])=[CH:6][C:7]=1[S:13]([Cl:12])(=[O:15])=[O:14], predict the reactants needed to synthesize it. The reactants are: [Br:1][C:2]1[CH:3]=[C:4]([O:10][CH3:11])[C:5]([O:8][CH3:9])=[CH:6][CH:7]=1.[Cl:12][S:13](O)(=[O:15])=[O:14]. (8) Given the product [F:1][C:2]1[CH:27]=[C:26]([F:28])[CH:25]=[CH:24][C:3]=1[O:4][C:5]1[C:10](=[O:11])[N:9]([CH3:12])[C:8]2[C:13]([I:29])=[N:14][NH:15][C:7]=2[CH:6]=1, predict the reactants needed to synthesize it. The reactants are: [F:1][C:2]1[CH:27]=[C:26]([F:28])[CH:25]=[CH:24][C:3]=1[O:4][C:5]1[C:10](=[O:11])[N:9]([CH3:12])[C:8]2[CH:13]=[N:14][N:15](COCC[Si](C)(C)C)[C:7]=2[CH:6]=1.[I:29]Cl.C(=O)([O-])[O-].[K+].[K+]. (9) Given the product [CH3:13][O:14][C:15]1[CH:16]=[C:17]([NH:18][C:10](=[NH:11])[CH2:9][C:8]([C:5]2[CH:6]=[CH:7][C:2]([F:1])=[CH:3][CH:4]=2)=[O:12])[CH:19]=[CH:20][C:21]=1[O:22][CH3:23], predict the reactants needed to synthesize it. The reactants are: [F:1][C:2]1[CH:7]=[CH:6][C:5]([C:8](=[O:12])[CH2:9][C:10]#[N:11])=[CH:4][CH:3]=1.[CH3:13][O:14][C:15]1[CH:16]=[C:17]([CH:19]=[CH:20][C:21]=1[O:22][CH3:23])[NH2:18]. (10) Given the product [C:1]([C:3]1([C:6]2[CH:7]=[C:8]([CH2:21][CH2:22][CH2:23][NH:24][C:25](=[O:31])[O:26][C:27]([CH3:29])([CH3:28])[CH3:30])[CH:9]=[C:10]([C:33]3[CH:38]=[CH:37][N:36]=[C:35]4[N:39]([C:46]([C:47]5[CH:48]=[CH:49][CH:50]=[CH:51][CH:52]=5)([C:53]5[CH:54]=[CH:55][CH:56]=[CH:57][CH:58]=5)[C:59]5[CH:60]=[CH:61][CH:62]=[CH:63][CH:64]=5)[N:40]=[C:41]([C:42]([F:44])([F:45])[F:43])[C:34]=34)[CH:11]=2)[CH2:4][CH2:5]1)#[N:2], predict the reactants needed to synthesize it. The reactants are: [C:1]([C:3]1([C:6]2[CH:7]=[C:8]([CH2:21][CH2:22][CH2:23][NH:24][C:25](=[O:31])[O:26][C:27]([CH3:30])([CH3:29])[CH3:28])[CH:9]=[C:10](B3OC(C)(C)C(C)(C)O3)[CH:11]=2)[CH2:5][CH2:4]1)#[N:2].I[C:33]1[CH:38]=[CH:37][N:36]=[C:35]2[N:39]([C:46]([C:59]3[CH:64]=[CH:63][CH:62]=[CH:61][CH:60]=3)([C:53]3[CH:58]=[CH:57][CH:56]=[CH:55][CH:54]=3)[C:47]3[CH:52]=[CH:51][CH:50]=[CH:49][CH:48]=3)[N:40]=[C:41]([C:42]([F:45])([F:44])[F:43])[C:34]=12.C(=O)([O-])[O-].[Na+].[Na+].O.